Dataset: Full USPTO retrosynthesis dataset with 1.9M reactions from patents (1976-2016). Task: Predict the reactants needed to synthesize the given product. (1) Given the product [F:35][C:36]1[CH:37]=[C:38]([CH:41]=[CH:42][C:43]=1[F:44])[CH2:39][N:17]1[CH2:18][C@@H:14]([N:12]2[N:11]=[N:10][C:9]([C:3]3[CH:4]=[CH:5][C:6]([F:8])=[CH:7][C:2]=3[F:1])=[N:13]2)[CH2:15][C@H:16]1[C:19]([N:21]1[CH2:22][CH2:23][N:24]([C:27]2[CH:34]=[CH:33][CH:32]=[CH:31][C:28]=2[C:29]#[N:30])[CH2:25][CH2:26]1)=[O:20], predict the reactants needed to synthesize it. The reactants are: [F:1][C:2]1[CH:7]=[C:6]([F:8])[CH:5]=[CH:4][C:3]=1[C:9]1[N:10]=[N:11][N:12]([CH:14]2[CH2:18][NH:17][CH:16]([C:19]([N:21]3[CH2:26][CH2:25][N:24]([C:27]4[CH:34]=[CH:33][CH:32]=[CH:31][C:28]=4[C:29]#[N:30])[CH2:23][CH2:22]3)=[O:20])[CH2:15]2)[N:13]=1.[F:35][C:36]1[CH:37]=[C:38]([CH:41]=[CH:42][C:43]=1[F:44])[CH:39]=O. (2) Given the product [CH3:24][NH:21][O:20][CH:17]1[CH2:16][CH2:15][N:14]([S:11]([C:7]2[CH:8]=[CH:9][CH:10]=[C:5]([C:4]([F:3])([F:22])[F:23])[CH:6]=2)(=[O:13])=[O:12])[CH2:19][CH2:18]1, predict the reactants needed to synthesize it. The reactants are: C=O.[F:3][C:4]([F:23])([F:22])[C:5]1[CH:6]=[C:7]([S:11]([N:14]2[CH2:19][CH2:18][CH:17]([O:20][NH2:21])[CH2:16][CH2:15]2)(=[O:13])=[O:12])[CH:8]=[CH:9][CH:10]=1.[C:24](O[BH-](OC(=O)C)OC(=O)C)(=O)C.[Na+]. (3) Given the product [NH2:1][C:4]1[CH:38]=[CH:37][C:7]([CH2:8][N:9]([CH2:16][C:17]2[CH:36]=[CH:35][C:20](/[CH:21]=[CH:22]/[C@@H:23]3[CH2:27][CH2:26][CH2:25][N:24]3[C:28]([O:30][C:31]([CH3:33])([CH3:34])[CH3:32])=[O:29])=[CH:19][CH:18]=2)[C:10]2[CH:11]=[CH:12][CH:13]=[CH:14][CH:15]=2)=[CH:6][CH:5]=1, predict the reactants needed to synthesize it. The reactants are: [N+:1]([C:4]1[CH:38]=[CH:37][C:7]([CH2:8][N:9]([CH2:16][C:17]2[CH:36]=[CH:35][C:20](/[CH:21]=[CH:22]/[C@@H:23]3[CH2:27][CH2:26][CH2:25][N:24]3[C:28]([O:30][C:31]([CH3:34])([CH3:33])[CH3:32])=[O:29])=[CH:19][CH:18]=2)[C:10]2[CH:15]=[CH:14][CH:13]=[CH:12][CH:11]=2)=[CH:6][CH:5]=1)([O-])=O.[Bi](Cl)(Cl)Cl.[BH4-].[Na+].CO. (4) Given the product [F:8][C:9]1[CH:10]=[C:11]([C:17]2[N:18]=[C:19]([CH3:35])[C:20]3[C:25]4([CH2:27][CH2:26]4)[CH2:24][N:23]([C:28]4[CH:29]=[C:30]([CH:31]=[CH:32][CH:33]=4)[O:34][CH2:2][C:3]([N:5]([CH3:7])[CH3:6])=[O:4])[C:21]=3[N:22]=2)[CH:12]=[CH:13][C:14]=1[O:15][CH3:16], predict the reactants needed to synthesize it. The reactants are: Cl[CH2:2][C:3]([N:5]([CH3:7])[CH3:6])=[O:4].[F:8][C:9]1[CH:10]=[C:11]([C:17]2[N:18]=[C:19]([CH3:35])[C:20]3[C:25]4([CH2:27][CH2:26]4)[CH2:24][N:23]([C:28]4[CH:29]=[C:30]([OH:34])[CH:31]=[CH:32][CH:33]=4)[C:21]=3[N:22]=2)[CH:12]=[CH:13][C:14]=1[O:15][CH3:16].C(=O)([O-])[O-].[K+].[K+]. (5) Given the product [CH3:1][C:2]1[CH:3]=[C:4]([CH:5]=[C:6]([CH3:8])[CH:7]=1)[O:9][CH2:11][C:12]([O:14][CH2:15][CH3:16])=[O:13], predict the reactants needed to synthesize it. The reactants are: [CH3:1][C:2]1[CH:3]=[C:4]([OH:9])[CH:5]=[C:6]([CH3:8])[CH:7]=1.Br[CH2:11][C:12]([O:14][CH2:15][CH3:16])=[O:13].C([O-])([O-])=O.[K+].[K+].O.